Predict the reactants needed to synthesize the given product. From a dataset of Full USPTO retrosynthesis dataset with 1.9M reactions from patents (1976-2016). (1) Given the product [CH3:8][C:9]1[C@@H:26]([OH:27])[CH2:25][C@:21]2([OH:28])[C:22]([CH3:23])([CH3:24])[C:10]=1[C@@H:11]([O:46][C:1]([CH3:2])=[O:3])[C:12]([C@@:14]1([CH3:45])[C@H:19]([C@@H:20]2[O:29][C:30]([C:32]2[CH:37]=[CH:36][CH:35]=[CH:34][CH:33]=2)=[O:31])[C@:18]2([O:40][C:41]([CH3:43])=[O:42])[CH2:38][O:39][C@@H:17]2[CH2:16][C@@H:15]1[OH:44])=[O:13], predict the reactants needed to synthesize it. The reactants are: [C:1](OC(=O)C)(=[O:3])[CH3:2].[CH3:8][C:9]1[C@@H:26]([OH:27])[CH2:25][C@:21]2([OH:28])[C:22]([CH3:24])([CH3:23])[C:10]=1[C@@H:11]([OH:46])[C:12]([C@@:14]1([CH3:45])[C@H:19]([C@@H:20]2[O:29][C:30]([C:32]2[CH:33]=[CH:34][CH:35]=[CH:36][CH:37]=2)=[O:31])[C@:18]2([O:40][C:41]([CH3:43])=[O:42])[CH2:38][O:39][C@@H:17]2[CH2:16][C@@H:15]1[OH:44])=[O:13]. (2) Given the product [Cl:1][C:2]1[CH:3]=[C:4]([C:5]([N:29]2[CH2:30][CH2:31][CH2:32][N:27]=[CH:28]2)=[O:7])[CH:8]=[CH:9][C:10]=1[C:11]([NH:12][C:13]1[CH:18]=[CH:17][C:16]([Cl:19])=[C:15]([C:20]2[CH:25]=[CH:24][CH:23]=[CH:22][N:21]=2)[CH:14]=1)=[O:26], predict the reactants needed to synthesize it. The reactants are: [Cl:1][C:2]1[CH:3]=[C:4]([CH:8]=[CH:9][C:10]=1[C:11](=[O:26])[NH:12][C:13]1[CH:18]=[CH:17][C:16]([Cl:19])=[C:15]([C:20]2[CH:25]=[CH:24][CH:23]=[CH:22][N:21]=2)[CH:14]=1)[C:5]([OH:7])=O.[NH:27]1[CH2:32][CH2:31][CH2:30][N:29]=[CH:28]1. (3) Given the product [F:37][C:27]1[CH:26]=[C:25]([NH:24][C:21]2[N:20]=[C:19]3[CH:6]([C:7]4[CH:12]=[CH:11][C:10]([O:13][CH2:14][C:15]([F:18])([F:17])[F:16])=[CH:9][CH:8]=4)[CH2:5][CH2:4][CH2:3][CH2:2][N:23]3[N:22]=2)[CH:30]=[CH:29][C:28]=1[N:31]1[C:35]([CH3:36])=[N:34][CH:33]=[N:32]1, predict the reactants needed to synthesize it. The reactants are: Cl[CH2:2][CH2:3][CH2:4][CH2:5][CH:6]([C:19]1[NH:23][N:22]=[C:21]([NH:24][C:25]2[CH:30]=[CH:29][C:28]([N:31]3[C:35]([CH3:36])=[N:34][CH:33]=[N:32]3)=[C:27]([F:37])[CH:26]=2)[N:20]=1)[C:7]1[CH:12]=[CH:11][C:10]([O:13][CH2:14][C:15]([F:18])([F:17])[F:16])=[CH:9][CH:8]=1.[I-].[Na+]. (4) Given the product [Si:11]([O:10][C:8]([C:6]1[CH:7]=[C:2]([CH2:20][OH:21])[CH:3]=[CH:4][C:5]=1[Cl:19])([CH3:18])[CH3:9])([C:14]([CH3:17])([CH3:16])[CH3:15])([CH3:13])[CH3:12], predict the reactants needed to synthesize it. The reactants are: Br[C:2]1[CH:3]=[CH:4][C:5]([Cl:19])=[C:6]([C:8]([CH3:18])([O:10][Si:11]([C:14]([CH3:17])([CH3:16])[CH3:15])([CH3:13])[CH3:12])[CH3:9])[CH:7]=1.[C:20](=O)=[O:21].[NH4+].[Cl-].B.C1COCC1. (5) Given the product [CH3:8][O:9][C:10]1[CH:15]=[CH:14][C:13]([O:16][C:17](=[O:19])[CH3:18])=[CH:12][CH:11]=1, predict the reactants needed to synthesize it. The reactants are: C(N(CC)CC)C.[CH3:8][O:9][C:10]1[CH:15]=[CH:14][C:13]([OH:16])=[CH:12][CH:11]=1.[C:17](Cl)(=[O:19])[CH3:18]. (6) Given the product [CH2:1]([O:3][C:4]([C:5]1[CH:10]=[CH:9][C:8]([C:27]2[CH:28]=[CH:29][C:24]([C:21](=[O:23])[CH3:22])=[CH:25][CH:26]=2)=[CH:7][CH:6]=1)=[O:12])[CH3:2], predict the reactants needed to synthesize it. The reactants are: [CH2:1]([O:3][C:4](=[O:12])[C:5]1[CH:10]=[CH:9][C:8](I)=[CH:7][CH:6]=1)[CH3:2].C([O-])([O-])=O.[Na+].[Na+].[Cl-].[Li+].[C:21]([C:24]1[CH:29]=[CH:28][C:27](B(O)O)=[CH:26][CH:25]=1)(=[O:23])[CH3:22]. (7) Given the product [CH3:1][S:2]([C:5]1[CH:13]=[C:12]2[C:8]([CH2:9][CH2:10][CH:11]2[N:38]2[C:34](=[O:44])[C:35]3[C:36](=[CH:40][CH:41]=[CH:42][CH:43]=3)[C:37]2=[O:39])=[CH:7][CH:6]=1)(=[O:4])=[O:3], predict the reactants needed to synthesize it. The reactants are: [CH3:1][S:2]([C:5]1[CH:13]=[C:12]2[C:8]([CH2:9][CH2:10][CH:11]2O)=[CH:7][CH:6]=1)(=[O:4])=[O:3].C1(P(C2C=CC=CC=2)C2C=CC=CC=2)C=CC=CC=1.[C:34]1(=[O:44])[NH:38][C:37](=[O:39])[C:36]2=[CH:40][CH:41]=[CH:42][CH:43]=[C:35]12.N(C(OC(C)C)=O)=NC(OC(C)C)=O.